From a dataset of NCI-60 drug combinations with 297,098 pairs across 59 cell lines. Regression. Given two drug SMILES strings and cell line genomic features, predict the synergy score measuring deviation from expected non-interaction effect. (1) Drug 2: COC1=CC(=CC(=C1O)OC)C2C3C(COC3=O)C(C4=CC5=C(C=C24)OCO5)OC6C(C(C7C(O6)COC(O7)C8=CC=CS8)O)O. Synergy scores: CSS=21.8, Synergy_ZIP=-8.30, Synergy_Bliss=-6.32, Synergy_Loewe=-8.44, Synergy_HSA=-4.03. Drug 1: CC1=C(C=C(C=C1)NC2=NC=CC(=N2)N(C)C3=CC4=NN(C(=C4C=C3)C)C)S(=O)(=O)N.Cl. Cell line: MDA-MB-231. (2) Drug 1: CN(C)N=NC1=C(NC=N1)C(=O)N. Drug 2: CC1=C2C(C(=O)C3(C(CC4C(C3C(C(C2(C)C)(CC1OC(=O)C(C(C5=CC=CC=C5)NC(=O)C6=CC=CC=C6)O)O)OC(=O)C7=CC=CC=C7)(CO4)OC(=O)C)O)C)OC(=O)C. Cell line: MCF7. Synergy scores: CSS=23.2, Synergy_ZIP=-1.97, Synergy_Bliss=-4.73, Synergy_Loewe=-34.1, Synergy_HSA=-4.88. (3) Drug 1: C1CC(C1)(C(=O)O)C(=O)O.[NH2-].[NH2-].[Pt+2]. Drug 2: CCN(CC)CCCC(C)NC1=C2C=C(C=CC2=NC3=C1C=CC(=C3)Cl)OC. Cell line: OVCAR-4. Synergy scores: CSS=13.2, Synergy_ZIP=-3.83, Synergy_Bliss=-0.640, Synergy_Loewe=-9.11, Synergy_HSA=-0.769. (4) Drug 1: C1CCC(CC1)NC(=O)N(CCCl)N=O. Drug 2: CCC1(CC2CC(C3=C(CCN(C2)C1)C4=CC=CC=C4N3)(C5=C(C=C6C(=C5)C78CCN9C7C(C=CC9)(C(C(C8N6C)(C(=O)OC)O)OC(=O)C)CC)OC)C(=O)OC)O.OS(=O)(=O)O. Cell line: HOP-92. Synergy scores: CSS=26.4, Synergy_ZIP=-10.4, Synergy_Bliss=-3.68, Synergy_Loewe=-25.0, Synergy_HSA=-0.0687. (5) Drug 1: CN(C)C1=NC(=NC(=N1)N(C)C)N(C)C. Drug 2: C1C(C(OC1N2C=NC3=C2NC=NCC3O)CO)O. Cell line: SK-MEL-28. Synergy scores: CSS=-13.3, Synergy_ZIP=1.74, Synergy_Bliss=-5.08, Synergy_Loewe=-9.28, Synergy_HSA=-9.65. (6) Drug 1: CC(CN1CC(=O)NC(=O)C1)N2CC(=O)NC(=O)C2. Drug 2: C1CC(=O)NC(=O)C1N2C(=O)C3=CC=CC=C3C2=O. Cell line: SN12C. Synergy scores: CSS=26.5, Synergy_ZIP=13.2, Synergy_Bliss=16.6, Synergy_Loewe=16.2, Synergy_HSA=17.4. (7) Drug 1: C1C(C(OC1N2C=C(C(=O)NC2=O)F)CO)O. Drug 2: CNC(=O)C1=NC=CC(=C1)OC2=CC=C(C=C2)NC(=O)NC3=CC(=C(C=C3)Cl)C(F)(F)F. Cell line: SNB-19. Synergy scores: CSS=16.7, Synergy_ZIP=-7.11, Synergy_Bliss=-2.36, Synergy_Loewe=-30.5, Synergy_HSA=-2.24. (8) Drug 1: CS(=O)(=O)C1=CC(=C(C=C1)C(=O)NC2=CC(=C(C=C2)Cl)C3=CC=CC=N3)Cl. Drug 2: CC12CCC3C(C1CCC2=O)CC(=C)C4=CC(=O)C=CC34C. Cell line: NCI-H226. Synergy scores: CSS=21.5, Synergy_ZIP=1.32, Synergy_Bliss=3.75, Synergy_Loewe=-7.89, Synergy_HSA=4.46. (9) Drug 1: CC1=C(C=C(C=C1)C(=O)NC2=CC(=CC(=C2)C(F)(F)F)N3C=C(N=C3)C)NC4=NC=CC(=N4)C5=CN=CC=C5. Drug 2: CN(CCCl)CCCl.Cl. Cell line: 786-0. Synergy scores: CSS=17.9, Synergy_ZIP=-7.06, Synergy_Bliss=-1.30, Synergy_Loewe=-0.664, Synergy_HSA=-0.129. (10) Drug 1: CC1C(C(CC(O1)OC2CC(CC3=C2C(=C4C(=C3O)C(=O)C5=C(C4=O)C(=CC=C5)OC)O)(C(=O)C)O)N)O.Cl. Drug 2: CC(C)NC(=O)C1=CC=C(C=C1)CNNC.Cl. Cell line: OVCAR-5. Synergy scores: CSS=11.3, Synergy_ZIP=-3.65, Synergy_Bliss=-2.00, Synergy_Loewe=-15.2, Synergy_HSA=-4.02.